Task: Predict the reactants needed to synthesize the given product.. Dataset: Full USPTO retrosynthesis dataset with 1.9M reactions from patents (1976-2016) (1) Given the product [Br:1][C:2]1[C:3]([C:15]([O:17][CH2:18][CH3:19])=[O:16])=[C:4]([C:7](=[O:14])[C:8]2[CH:9]=[CH:10][N:11]=[CH:12][CH:13]=2)[S:5][CH:6]=1, predict the reactants needed to synthesize it. The reactants are: [Br:1][C:2]1[C:3]([C:15]([OH:17])=[O:16])=[C:4]([C:7](=[O:14])[C:8]2[CH:13]=[CH:12][N:11]=[CH:10][CH:9]=2)[S:5][CH:6]=1.[CH2:18](I)[CH3:19].C([O-])([O-])=O.[Cs+].[Cs+]. (2) The reactants are: [NH2:1][C:2]1[CH:3]=[C:4]([C:9]([F:12])([F:11])[F:10])[CH:5]=[C:6]([Br:8])[CH:7]=1.[CH3:13][S:14](Cl)(=[O:16])=[O:15]. Given the product [Br:8][C:6]1[CH:7]=[C:2]([NH:1][S:14]([CH3:13])(=[O:16])=[O:15])[CH:3]=[C:4]([C:9]([F:12])([F:10])[F:11])[CH:5]=1, predict the reactants needed to synthesize it. (3) Given the product [CH3:33][CH:32]([CH3:34])[CH2:31][C:30]([N:1]1[CH2:5][CH2:4][C@@H:3]([NH:6][C:7]2[C:12]([C:13]3[N:14]=[C:15]4[CH:21]=[CH:20][N:19]([CH2:22][O:23][CH2:24][CH2:25][Si:26]([CH3:29])([CH3:28])[CH3:27])[C:16]4=[N:17][CH:18]=3)=[CH:11][CH:10]=[CH:9][N:8]=2)[CH2:2]1)=[O:35], predict the reactants needed to synthesize it. The reactants are: [NH:1]1[CH2:5][CH2:4][C@@H:3]([NH:6][C:7]2[C:12]([C:13]3[N:14]=[C:15]4[CH:21]=[CH:20][N:19]([CH2:22][O:23][CH2:24][CH2:25][Si:26]([CH3:29])([CH3:28])[CH3:27])[C:16]4=[N:17][CH:18]=3)=[CH:11][CH:10]=[CH:9][N:8]=2)[CH2:2]1.[C:30](Cl)(=[O:35])[CH2:31][CH:32]([CH3:34])[CH3:33]. (4) Given the product [OH:23][CH2:22][CH2:21][CH2:20][CH2:19][NH:18][C:14](=[O:16])/[CH:13]=[CH:12]/[C:7]1[CH:8]=[CH:9][CH:10]=[CH:11][C:6]=1[S:5][CH2:4][CH2:3][CH:2]([CH3:1])[CH3:17], predict the reactants needed to synthesize it. The reactants are: [CH3:1][CH:2]([CH3:17])[CH2:3][CH2:4][S:5][C:6]1[CH:11]=[CH:10][CH:9]=[CH:8][C:7]=1/[CH:12]=[CH:13]/[C:14]([OH:16])=O.[NH2:18][CH2:19][CH2:20][CH2:21][CH2:22][OH:23]. (5) Given the product [CH2:1]([O:3][C:4]1[CH:5]=[C:6]([C:13]2[O:17][N:16]=[C:15]([C:18]3[CH:19]=[CH:20][C:21]4[O:25][C:24]([CH2:26][N:27]5[CH2:28][CH:29]([C:31]([OH:33])=[O:32])[CH2:30]5)=[CH:23][C:22]=4[CH:35]=3)[N:14]=2)[CH:7]=[CH:8][C:9]=1[O:10][CH2:11][CH3:12])[CH3:2], predict the reactants needed to synthesize it. The reactants are: [CH2:1]([O:3][C:4]1[CH:5]=[C:6]([C:13]2[O:17][N:16]=[C:15]([C:18]3[CH:19]=[CH:20][C:21]4[O:25][C:24]([CH2:26][N:27]5[CH2:30][CH:29]([C:31]([O:33]C)=[O:32])[CH2:28]5)=[CH:23][C:22]=4[CH:35]=3)[N:14]=2)[CH:7]=[CH:8][C:9]=1[O:10][CH2:11][CH3:12])[CH3:2].[OH-].[K+]. (6) Given the product [F:15][C:16]1[CH:24]=[C:23]2[C:19]([CH2:20][CH2:21][CH:22]2[NH:25][C:2]2[CH:11]=[CH:10][C:9]3[C:4](=[CH:5][CH:6]=[C:7]([NH2:12])[CH:8]=3)[N:3]=2)=[CH:18][CH:17]=1, predict the reactants needed to synthesize it. The reactants are: Cl[C:2]1[CH:11]=[CH:10][C:9]2[C:4](=[CH:5][CH:6]=[C:7]([N+:12]([O-])=O)[CH:8]=2)[N:3]=1.[F:15][C:16]1[CH:24]=[C:23]2[C:19]([CH2:20][CH2:21][CH:22]2[NH2:25])=[CH:18][CH:17]=1. (7) Given the product [CH2:1]([C:8]1([CH3:27])[C:13](=[O:14])[N:12]([CH3:15])[CH:11]([CH2:16][C:17]2[CH:24]=[CH:23][CH:22]=[CH:21][C:18]=2[C:19]#[N:20])[C:10](=[O:25])[N:9]1[CH3:26])[C:2]1[CH:3]=[CH:4][CH:5]=[CH:6][CH:7]=1, predict the reactants needed to synthesize it. The reactants are: [CH2:1]([C:8]1([CH3:27])[C:13](=[O:14])[N:12]([CH3:15])[C:11](=[CH:16][C:17]2[CH:24]=[CH:23][CH:22]=[CH:21][C:18]=2[C:19]#[N:20])[C:10](=[O:25])[N:9]1[CH3:26])[C:2]1[CH:7]=[CH:6][CH:5]=[CH:4][CH:3]=1. (8) Given the product [CH3:38][N:39]1[CH2:40][C@@H:41]2[C@@H:42]([N:44]([C:11]3[C:16]([N+:17]([O-:19])=[O:18])=[CH:15][C:14]([NH:20][C:21]4[N:26]=[C:25]([C:27]5[CH:28]=[N:29][N:30]6[CH2:35][CH2:34][CH2:33][CH2:32][C:31]=56)[CH:24]=[CH:23][N:22]=4)=[C:13]([O:36][CH3:37])[CH:12]=3)[CH2:45][CH2:46]2)[CH2:43]1, predict the reactants needed to synthesize it. The reactants are: CCN(C(C)C)C(C)C.F[C:11]1[C:16]([N+:17]([O-:19])=[O:18])=[CH:15][C:14]([NH:20][C:21]2[N:26]=[C:25]([C:27]3[CH:28]=[N:29][N:30]4[CH2:35][CH2:34][CH2:33][CH2:32][C:31]=34)[CH:24]=[CH:23][N:22]=2)=[C:13]([O:36][CH3:37])[CH:12]=1.[CH3:38][N:39]1[CH2:43][C@@H:42]2[NH:44][CH2:45][CH2:46][C@@H:41]2[CH2:40]1. (9) Given the product [CH2:30]([O:29][C:22](=[O:28])[CH2:23][C@@H:24]([N:8]([CH2:1][C:2]1[CH:7]=[CH:6][CH:5]=[CH:4][CH:3]=1)[C@H:9]([C:10]1[CH:15]=[CH:14][CH:13]=[CH:12][CH:11]=1)[CH3:16])[CH2:25][CH2:26][CH3:27])[CH3:31], predict the reactants needed to synthesize it. The reactants are: [CH2:1]([NH:8][C@@H:9]([CH3:16])[C:10]1[CH:15]=[CH:14][CH:13]=[CH:12][CH:11]=1)[C:2]1[CH:7]=[CH:6][CH:5]=[CH:4][CH:3]=1.[Li]CCCC.[C:22]([O:29][CH2:30][CH3:31])(=[O:28])/[CH:23]=[CH:24]/[CH2:25][CH2:26][CH3:27].[NH4+].[Cl-].